Dataset: Forward reaction prediction with 1.9M reactions from USPTO patents (1976-2016). Task: Predict the product of the given reaction. (1) Given the reactants [Cl:1][C:2]1[CH:7]=[CH:6][C:5]([CH2:8][C:9]([C:11]2[CH:12]=[N:13][CH:14]=[CH:15][C:16]=2[C:17]([O:19]C)=O)=O)=[CH:4][CH:3]=1.O.[NH2:22][NH2:23], predict the reaction product. The product is: [Cl:1][C:2]1[CH:7]=[CH:6][C:5]([CH2:8][C:9]2[C:11]3[CH:12]=[N:13][CH:14]=[CH:15][C:16]=3[C:17](=[O:19])[NH:23][N:22]=2)=[CH:4][CH:3]=1. (2) The product is: [I-:14].[CH2:2]([N+:16]1[CH:21]=[CH:20][CH:19]=[C:18]([CH3:22])[CH:17]=1)[CH2:3][CH2:4][CH2:5][CH2:6][CH2:7][C:8]#[C:9][CH2:10][CH2:11][CH2:12][CH3:13]. Given the reactants Cl[CH2:2][CH2:3][CH2:4][CH2:5][CH2:6][CH2:7][C:8]#[C:9][CH2:10][CH2:11][CH2:12][CH3:13].[I-:14].[K+].[N:16]1[CH:21]=[CH:20][CH:19]=[C:18]([CH3:22])[CH:17]=1, predict the reaction product. (3) Given the reactants CN(C=O)C.[S:6]([Cl:10])(Cl)(=[O:8])=[O:7].[CH3:11][C:12]1[O:13][C:14]([CH3:17])=[CH:15][CH:16]=1, predict the reaction product. The product is: [CH3:11][C:12]1[O:13][C:14]([CH3:17])=[CH:15][C:16]=1[S:6]([Cl:10])(=[O:8])=[O:7]. (4) Given the reactants C[Si]([N-][Si](C)(C)C)(C)C.[Na+].[C:11]([O:14][CH3:15])(=[O:13])[CH3:12].[CH:16]1(/[CH:19]=[N:20]/[S@@:21]([C:23]([CH3:26])([CH3:25])[CH3:24])=[O:22])[CH2:18][CH2:17]1.C1C[O:30][CH2:29][CH2:28]1, predict the reaction product. The product is: [CH:16]1([C@@H:19]([NH:20][S@@:21]([C:23]([CH3:26])([CH3:25])[CH3:24])=[O:22])[CH2:28][C:29](=[O:30])[CH2:12][C:11]([O:14][CH3:15])=[O:13])[CH2:17][CH2:18]1. (5) Given the reactants C(OC(=O)[NH:10][C:11]1[C:12]([C:28]([NH:30][C:31]2[CH:32]=[N:33][CH:34]=[CH:35][C:36]=2[N:37]2[CH2:42][C@H:41]([C:43]([F:46])([F:45])[F:44])[CH2:40][C@H:39]([NH:47][C:48]([O:50][C:51]([CH3:54])([CH3:53])[CH3:52])=[O:49])[CH2:38]2)=[O:29])=[N:13][C:14]2[C:19]([CH:20]=1)=[CH:18][CH:17]=[C:16]([C:21]1[CH2:22][CH2:23][N:24]([CH3:27])[CH2:25][CH:26]=1)[CH:15]=2)C1C=CC=CC=1.[H][H], predict the reaction product. The product is: [NH2:10][C:11]1[C:12]([C:28]([NH:30][C:31]2[CH:32]=[N:33][CH:34]=[CH:35][C:36]=2[N:37]2[CH2:42][C@H:41]([C:43]([F:46])([F:44])[F:45])[CH2:40][C@H:39]([NH:47][C:48](=[O:49])[O:50][C:51]([CH3:53])([CH3:52])[CH3:54])[CH2:38]2)=[O:29])=[N:13][C:14]2[C:19]([CH:20]=1)=[CH:18][CH:17]=[C:16]([CH:21]1[CH2:22][CH2:23][N:24]([CH3:27])[CH2:25][CH2:26]1)[CH:15]=2. (6) The product is: [Cl:1][C:2]1[CH:17]=[CH:16][CH:15]=[C:14]([Cl:18])[C:3]=1[CH2:4][C:5]1[N:6]([CH2:27][C:28]2[CH:37]=[CH:36][C:31]([C:32]([O:34][CH3:35])=[O:33])=[CH:30][CH:29]=2)[C:7]2[CH:13]=[CH:12][CH:11]=[CH:10][C:8]=2[N:9]=1. Given the reactants [Cl:1][C:2]1[CH:17]=[CH:16][CH:15]=[C:14]([Cl:18])[C:3]=1[CH2:4][C:5]1[NH:9][C:8]2[CH:10]=[CH:11][CH:12]=[CH:13][C:7]=2[N:6]=1.[H-].[Na+].CN(C=O)C.Br[CH2:27][C:28]1[CH:37]=[CH:36][C:31]([C:32]([O:34][CH3:35])=[O:33])=[CH:30][CH:29]=1, predict the reaction product. (7) Given the reactants [CH3:1][NH:2][CH:3]1[CH2:8][CH2:7][CH2:6][CH2:5][CH2:4]1.Cl[C:10]1[N:15]2[N:16]=[C:17]([NH2:19])[N:18]=[C:14]2[CH:13]=[C:12]([C:20]2[CH:21]=[N:22][CH:23]=[CH:24][CH:25]=2)[CH:11]=1, predict the reaction product. The product is: [CH:3]1([N:2]([CH3:1])[C:10]2[N:15]3[N:16]=[C:17]([NH2:19])[N:18]=[C:14]3[CH:13]=[C:12]([C:20]3[CH:21]=[N:22][CH:23]=[CH:24][CH:25]=3)[CH:11]=2)[CH2:8][CH2:7][CH2:6][CH2:5][CH2:4]1. (8) Given the reactants [CH2:1]([C:5]([C:11](OCC)=[O:12])([CH2:7][CH2:8][CH2:9][CH3:10])[NH2:6])[CH2:2][CH2:3][CH3:4].[H-].[H-].[H-].[H-].[Li+].[Al+3].O.[OH-].[Na+], predict the reaction product. The product is: [NH2:6][C:5]([CH2:7][CH2:8][CH2:9][CH3:10])([CH2:1][CH2:2][CH2:3][CH3:4])[CH2:11][OH:12]. (9) Given the reactants C[O:2][C:3]([C:5]1([NH:14][C:15](=[O:33])[C:16]2[CH:21]=[CH:20][C:19]([O:22][CH3:23])=[C:18]([NH:24][CH2:25][C:26]3[CH:31]=[CH:30][C:29]([F:32])=[CH:28][CH:27]=3)[CH:17]=2)[CH2:13][C:12]2[C:7](=[CH:8][CH:9]=[CH:10][CH:11]=2)[CH2:6]1)=[O:4].O.[OH-].[Li+], predict the reaction product. The product is: [F:32][C:29]1[CH:30]=[CH:31][C:26]([CH2:25][NH:24][C:18]2[CH:17]=[C:16]([CH:21]=[CH:20][C:19]=2[O:22][CH3:23])[C:15]([NH:14][C:5]2([C:3]([OH:4])=[O:2])[CH2:6][C:7]3[C:12](=[CH:11][CH:10]=[CH:9][CH:8]=3)[CH2:13]2)=[O:33])=[CH:27][CH:28]=1. (10) Given the reactants [F:1][C:2]1[C:11]([O:12][CH3:13])=[CH:10][CH:9]=[C:8]([F:14])[C:3]=1[C:4]([NH:6][OH:7])=[NH:5].C(N(CC)CC)C.Cl[C:23](OC1C=CC=CC=1)=[O:24].O, predict the reaction product. The product is: [F:1][C:2]1[C:11]([O:12][CH3:13])=[CH:10][CH:9]=[C:8]([F:14])[C:3]=1[C:4]1[NH:5][C:23](=[O:24])[O:7][N:6]=1.